From a dataset of Kinase inhibitor bioactivity data combining Ki, Kd, and IC50 measurements. Regression. Given a target protein amino acid sequence and a drug SMILES string, predict the binding affinity score between them. We predict KIBA score (integrated kinase binding score). Dataset: kiba. (1) The compound is Cc1cc(Cl)ccc1NC(=S)NNC(=O)C(O)(c1ccccc1)c1ccccc1. The target protein (P08069) has sequence MKSGSGGGSPTSLWGLLFLSAALSLWPTSGEICGPGIDIRNDYQQLKRLENCTVIEGYLHILLISKAEDYRSYRFPKLTVITEYLLLFRVAGLESLGDLFPNLTVIRGWKLFYNYALVIFEMTNLKDIGLYNLRNITRGAIRIEKNADLCYLSTVDWSLILDAVSNNYIVGNKPPKECGDLCPGTMEEKPMCEKTTINNEYNYRCWTTNRCQKMCPSTCGKRACTENNECCHPECLGSCSAPDNDTACVACRHYYYAGVCVPACPPNTYRFEGWRCVDRDFCANILSAESSDSEGFVIHDGECMQECPSGFIRNGSQSMYCIPCEGPCPKVCEEEKKTKTIDSVTSAQMLQGCTIFKGNLLINIRRGNNIASELENFMGLIEVVTGYVKIRHSHALVSLSFLKNLRLILGEEQLEGNYSFYVLDNQNLQQLWDWDHRNLTIKAGKMYFAFNPKLCVSEIYRMEEVTGTKGRQSKGDINTRNNGERASCESDVLHFTSTTT.... The KIBA score is 11.8. (2) The KIBA score is 10.7. The target protein (Q04759) has sequence MSPFLRIGLSNFDCGSCQSCQGEAVNPYCAVLVKEYVESENGQMYIQKKPTMYPPWDSTFDAHINKGRVMQIIVKGKNVDLISETTVELYSLAERCRKNNGKTEIWLELKPQGRMLMNARYFLEMSDTKDMNEFETEGFFALHQRRGAIKQAKVHHVKCHEFTATFFPQPTFCSVCHEFVWGLNKQGYQCRQCNAAIHKKCIDKVIAKCTGSAINSRETMFHKERFKIDMPHRFKVYNYKSPTFCEHCGTLLWGLARQGLKCDACGMNVHHRCQTKVANLCGINQKLMAEALAMIESTQQARCLRDTEQIFREGPVEIGLPCSIKNEARPPCLPTPGKREPQGISWESPLDEVDKMCHLPEPELNKERPSLQIKLKIEDFILHKMLGKGSFGKVFLAEFKKTNQFFAIKALKKDVVLMDDDVECTMVEKRVLSLAWEHPFLTHMFCTFQTKENLFFVMEYLNGGDLMYHIQSCHKFDLSRATFYAAEIILGLQFLHSKGI.... The compound is O=C1NC(=O)c2ccc(I)cc2C1=CNCc1ccc(-c2ccoc2)c(O)c1. (3) The drug is Clc1ccc(CNc2ccc3nnc(-c4ccccc4)n3n2)cc1. The target protein (Q5VT25) has sequence MSGEVRLRQLEQFILDGPAQTNGQCFSVETLLDILICLYDECNNSPLRREKNILEYLEWAKPFTSKVKQMRLHREDFEILKVIGRGAFGEVAVVKLKNADKVFAMKILNKWEMLKRAETACFREERDVLVNGDNKWITTLHYAFQDDNNLYLVMDYYVGGDLLTLLSKFEDRLPEDMARFYLAEMVIAIDSVHQLHYVHRDIKPDNILMDMNGHIRLADFGSCLKLMEDGTVQSSVAVGTPDYISPEILQAMEDGKGRYGPECDWWSLGVCMYEMLYGETPFYAESLVETYGKIMNHKERFQFPAQVTDVSENAKDLIRRLICSREHRLGQNGIEDFKKHPFFSGIDWDNIRNCEAPYIPEVSSPTDTSNFDVDDDCLKNSETMPPPTHTAFSGHHLPFVGFTYTSSCVLSDRSCLRVTAGPTSLDLDVNVQRTLDNNLATEAYERRIKRLEQEKLELSRKLQESTQTVQALQYSTVDGPLTASKDLEIKNLKEEIEKLR.... The KIBA score is 11.1. (4) The compound is Nc1[nH]nc2nnc(-c3ccccc3)c(-c3ccccc3)c12. The target protein (P31751) has sequence MNEVSVIKEGWLHKRGEYIKTWRPRYFLLKSDGSFIGYKERPEAPDQTLPPLNNFSVAECQLMKTERPRPNTFVIRCLQWTTVIERTFHVDSPDEREEWMRAIQMVANSLKQRAPGEDPMDYKCGSPSDSSTTEEMEVAVSKARAKVTMNDFDYLKLLGKGTFGKVILVREKATGRYYAMKILRKEVIIAKDEVAHTVTESRVLQNTRHPFLTALKYAFQTHDRLCFVMEYANGGELFFHLSRERVFTEERARFYGAEIVSALEYLHSRDVVYRDIKLENLMLDKDGHIKITDFGLCKEGISDGATMKTFCGTPEYLAPEVLEDNDYGRAVDWWGLGVVMYEMMCGRLPFYNQDHERLFELILMEEIRFPRTLSPEAKSLLAGLLKKDPKQRLGGGPSDAKEVMEHRFFLSINWQDVVQKKLLPPFKPQVTSEVDTRYFDDEFTAQSITITPPDRYDSLGLLELDQRTHFPQFSYSASIRE. The KIBA score is 11.2. (5) The drug is COc1cccc(C(C)NC(=O)c2ccc(-c3ccncc3)c(F)c2)c1. The target protein (O96013) has sequence MFGKRKKRVEISAPSNFEHRVHTGFDQHEQKFTGLPRQWQSLIEESARRPKPLVDPACITSIQPGAPKTIVRGSKGAKDGALTLLLDEFENMSVTRSNSLRRDSPPPPARARQENGMPEEPATTARGGPGKAGSRGRFAGHSEAGGGSGDRRRAGPEKRPKSSREGSGGPQESSRDKRPLSGPDVGTPQPAGLASGAKLAAGRPFNTYPRADTDHPSRGAQGEPHDVAPNGPSAGGLAIPQSSSSSSRPPTRARGAPSPGVLGPHASEPQLAPPACTPAAPAVPGPPGPRSPQREPQRVSHEQFRAALQLVVDPGDPRSYLDNFIKIGEGSTGIVCIATVRSSGKLVAVKKMDLRKQQRRELLFNEVVIMRDYQHENVVEMYNSYLVGDELWVVMEFLEGGALTDIVTHTRMNEEQIAAVCLAVLQALSVLHAQGVIHRDIKSDSILLTHDGRVKLSDFGFCAQVSKEVPRRKSLVGTPYWMAPELISRLPYGPEVDIWS.... The KIBA score is 11.4. (6) The drug is O=C(Nc1cccc(C(F)(F)F)n1)Nc1ccnc2c(Cl)cccc12. The target protein (Q16620) has sequence MSSWIRWHGPAMARLWGFCWLVVGFWRAAFACPTSCKCSASRIWCSDPSPGIVAFPRLEPNSVDPENITEIFIANQKRLEIINEDDVEAYVGLRNLTIVDSGLKFVAHKAFLKNSNLQHINFTRNKLTSLSRKHFRHLDLSELILVGNPFTCSCDIMWIKTLQEAKSSPDTQDLYCLNESSKNIPLANLQIPNCGLPSANLAAPNLTVEEGKSITLSCSVAGDPVPNMYWDVGNLVSKHMNETSHTQGSLRITNISSDDSGKQISCVAENLVGEDQDSVNLTVHFAPTITFLESPTSDHHWCIPFTVKGNPKPALQWFYNGAILNESKYICTKIHVTNHTEYHGCLQLDNPTHMNNGDYTLIAKNEYGKDEKQISAHFMGWPGIDDGANPNYPDVIYEDYGTAANDIGDTTNRSNEIPSTDVTDKTGREHLSVYAVVVIASVVGFCLLVMLFLLKLARHSKFGMKGPASVISNDDDSASPLHHISNGSNTPSSSEGGPDA.... The KIBA score is 11.4. (7) The drug is CCCNC(=O)c1ccc(Nc2nc(NCC(F)(F)F)c3cc[nH]c3n2)cc1. The target protein (P49336) has sequence MDYDFKVKLSSERERVEDLFEYEGCKVGRGTYGHVYKAKRKDGKDDKDYALKQIEGTGISMSACREIALLRELKHPNVISLQKVFLSHADRKVWLLFDYAEHDLWHIIKFHRASKANKKPVQLPRGMVKSLLYQILDGIHYLHANWVLHRDLKPANILVMGEGPERGRVKIADMGFARLFNSPLKPLADLDPVVVTFWYRAPELLLGARHYTKAIDIWAIGCIFAELLTSEPIFHCRQEDIKTSNPYHHDQLDRIFNVMGFPADKDWEDIKKMPEHSTLMKDFRRNTYTNCSLIKYMEKHKVKPDSKAFHLLQKLLTMDPIKRITSEQAMQDPYFLEDPLPTSDVFAGCQIPYPKREFLTEEEPDDKGDKKNQQQQQGNNHTNGTGHPGNQDSSHTQGPPLKKVRVVPPTTTSGGLIMTSDYQRSNPHAAYPNPGPSTSQPQSSMGYSATSQQPPQYSHQTHRY. The KIBA score is 11.5. (8) The drug is c1ccc(COc2ccc(Nc3ncnc4ccccc34)cc2)cc1. The target protein (Q9HBY8) has sequence MQGLLTSGRKPSGGGRCTGRGGWRGQWCLKPWMGGADPPTPTLSCLLLPVPPELPDHCYRMNSSPAGTPSPQPSRANGNINLGPSANPNAQPTDFDFLKVIGKGNYGKVLLAKRKSDGAFYAVKVLQKKSILKKKEQSHIMAERSVLLKNVRHPFLVGLRYSFQTPEKLYFVLDYVNGGELFFHLQRERRFLEPRARFYAAEVASAIGYLHSLNIIYRDLKPENILLDCQGHVVLTDFGLCKEGVEPEDTTSTFCGTPEYLAPEVLRKEPYDRAVDWWCLGAVLYEMLHGLPPFYSQDVSQMYENILHQPLQIPGGRTVAACDLLQSLLHKDQRQRLGSKADFLEIKNHVFFSPINWDDLYHKRLTPPFNPNVTGPADLKHFDPEFTQEAVSKSIGCTPDTVASSSGASSAFLGFSYAPEDDDILDC. The KIBA score is 11.1. (9) The compound is NCCC(C(=O)Nc1ccc2[nH]ncc2c1)c1ccc(Cl)c(Cl)c1. The target protein (Q9HCP0) has sequence MDHPSREKDERQRTTKPMAQRSAHCSRPSGSSSSSGVLMVGPNFRVGKKIGCGNFGELRLGKNLYTNEYVAIKLEPIKSRAPQLHLEYRFYKQLGSAGEGLPQVYYFGPCGKYNAMVLELLGPSLEDLFDLCDRTFTLKTVLMIAIQLLSRMEYVHSKNLIYRDVKPENFLIGRQGNKKEHVIHIIDFGLAKEYIDPETKKHIPYREHKSLTGTARYMSINTHLGKEQSRRDDLEALGHMFMYFLRGSLPWQGLKADTLKERYQKIGDTKRNTPIEALCENFPEEMATYLRYVRRLDFFEKPDYEYLRTLFTDLFEKKGYTFDYAYDWVGRPIPTPVGSVHVDSGASAITRESHTHRDRPSQQQPLRNQVVSSTNGELNVDDPTGAHSNAPITAHAEVEVVEEAKCCCFFKRKRKKTAQRHK. The KIBA score is 12.2. (10) The compound is COc1cncc(C=Cc2ccncc2)c1. The target protein (P45984) has sequence MSDSKCDSQFYSVQVADSTFTVLKRYQQLKPIGSGAQGIVCAAFDTVLGINVAVKKLSRPFQNQTHAKRAYRELVLLKCVNHKNIISLLNVFTPQKTLEEFQDVYLVMELMDANLCQVIHMELDHERMSYLLYQMLCGIKHLHSAGIIHRDLKPSNIVVKSDCTLKILDFGLARTACTNFMMTPYVVTRYYRAPEVILGMGYKENVDIWSVGCIMGELVKGCVIFQGTDHIDQWNKVIEQLGTPSAEFMKKLQPTVRNYVENRPKYPGIKFEELFPDWIFPSESERDKIKTSQARDLLSKMLVIDPDKRISVDEALRHPYITVWYDPAEAEAPPPQIYDAQLEEREHAIEEWKELIYKEVMDWEERSKNGVVKDQPSDAAVSSNATPSQSSSINDISSMSTEQTLASDTDSSLDASTGPLEGCR. The KIBA score is 11.5.